This data is from Reaction yield outcomes from USPTO patents with 853,638 reactions. The task is: Predict the reaction yield, written as a fraction of the theoretical maximum amount of product (1.0 means a 100% yield; for example, 0.34 means a 34% yield). (1) The reactants are Cl.CN(C)CCCN=C=NCC.[CH:13]1([CH2:16][NH2:17])[CH2:15][CH2:14]1.Cl.[F:19][C:20]1[CH:25]=[CH:24][C:23]([C:26]2([N:29]3[CH2:34][CH2:33][C:32](=[CH:35][C:36](O)=[O:37])[CH2:31][CH2:30]3)[CH2:28][CH2:27]2)=[CH:22][CH:21]=1.C(N(CC)CC)C.O.ON1C2C=CC=CC=2N=N1. The catalyst is C(Cl)Cl. The product is [CH:13]1([CH2:16][NH:17][C:36](=[O:37])[CH:35]=[C:32]2[CH2:33][CH2:34][N:29]([C:26]3([C:23]4[CH:24]=[CH:25][C:20]([F:19])=[CH:21][CH:22]=4)[CH2:28][CH2:27]3)[CH2:30][CH2:31]2)[CH2:15][CH2:14]1. The yield is 0.890. (2) The reactants are C(NC(C)C)(C)C.C([Li])CCC.[CH:13]1([NH:18][C:19]2[N:24]=[C:23]([C:25]3[C:26]([C:44]4[CH:49]=[CH:48][C:47]([F:50])=[CH:46][CH:45]=4)=[N:27][N:28]4[CH:33]=[C:32]([C:34]([O:41][CH2:42][CH3:43])([O:38][CH2:39][CH3:40])[O:35][CH2:36][CH3:37])[CH:31]=[CH:30][C:29]=34)[CH:22]=[CH:21][N:20]=2)[CH2:17][CH2:16][CH2:15][CH2:14]1.C(Cl)(Cl)(Cl)[Cl:52]. The product is [Cl:52][C:33]1[N:28]2[N:27]=[C:26]([C:44]3[CH:45]=[CH:46][C:47]([F:50])=[CH:48][CH:49]=3)[C:25]([C:23]3[CH:22]=[CH:21][N:20]=[C:19]([NH:18][CH:13]4[CH2:17][CH2:16][CH2:15][CH2:14]4)[N:24]=3)=[C:29]2[CH:30]=[CH:31][C:32]=1[C:34]([O:41][CH2:42][CH3:43])([O:38][CH2:39][CH3:40])[O:35][CH2:36][CH3:37]. The catalyst is O1CCCC1. The yield is 0.460.